Dataset: Full USPTO retrosynthesis dataset with 1.9M reactions from patents (1976-2016). Task: Predict the reactants needed to synthesize the given product. (1) Given the product [CH:40]1([N:35]2[CH2:34][C:33]3([CH2:43][CH2:44][N:30]([S:27]([C:24]4[CH:23]=[CH:22][C:21]([C:9]5[CH:18]=[C:17]6[C:12]([CH:13]=[N:14][CH:15]=[N:16]6)=[CH:11][CH:10]=5)=[CH:26][CH:25]=4)(=[O:28])=[O:29])[CH2:31][CH2:32]3)[O:38][CH2:37][C:36]2=[O:39])[CH2:41][CH2:42]1, predict the reactants needed to synthesize it. The reactants are: CC1(C)C(C)(C)OB([C:9]2[CH:18]=[C:17]3[C:12]([CH:13]=[N:14][CH:15]=[N:16]3)=[CH:11][CH:10]=2)O1.Br[C:21]1[CH:26]=[CH:25][C:24]([S:27]([N:30]2[CH2:44][CH2:43][C:33]3([O:38][CH2:37][C:36](=[O:39])[N:35]([CH:40]4[CH2:42][CH2:41]4)[CH2:34]3)[CH2:32][CH2:31]2)(=[O:29])=[O:28])=[CH:23][CH:22]=1. (2) Given the product [CH2:7]([O:6][P:4](/[CH:9]=[CH:10]/[C:11]1[C:12]([O:22][CH2:23][C:24]2[CH:47]=[CH:46][C:27]([O:28][CH2:29][C:30]3[N:31]=[C:32]([C:36]4[S:40][C:39]([C:41]([OH:43])=[O:42])=[CH:38][CH:37]=4)[O:33][C:34]=3[CH3:35])=[C:26]([O:48][CH3:49])[CH:25]=2)=[N:13][N:14]([C:16]2[CH:21]=[CH:20][CH:19]=[CH:18][CH:17]=2)[CH:15]=1)([O:3][CH2:1][CH3:2])=[O:5])[CH3:8], predict the reactants needed to synthesize it. The reactants are: [CH2:1]([O:3][P:4](/[CH:9]=[CH:10]/[C:11]1[C:12]([O:22][CH2:23][C:24]2[CH:47]=[CH:46][C:27]([O:28][CH2:29][C:30]3[N:31]=[C:32]([C:36]4[S:40][C:39]([C:41]([O:43]CC)=[O:42])=[CH:38][CH:37]=4)[O:33][C:34]=3[CH3:35])=[C:26]([O:48][CH3:49])[CH:25]=2)=[N:13][N:14]([C:16]2[CH:21]=[CH:20][CH:19]=[CH:18][CH:17]=2)[CH:15]=1)([O:6][CH2:7][CH3:8])=[O:5])[CH3:2].O1CCCC1.[OH-].[Na+].Cl. (3) Given the product [Cl:12][C:13]1[CH:18]=[C:17]([Cl:19])[CH:16]=[CH:15][C:14]=1[C:20]1[N:3]=[N:2][N:1]([C:4]2[CH:5]=[CH:6][C:7]([O:10][CH3:11])=[CH:8][CH:9]=2)[C:21]=1[NH2:22], predict the reactants needed to synthesize it. The reactants are: [N:1]([C:4]1[CH:9]=[CH:8][C:7]([O:10][CH3:11])=[CH:6][CH:5]=1)=[N+:2]=[N-:3].[Cl:12][C:13]1[CH:18]=[C:17]([Cl:19])[CH:16]=[CH:15][C:14]=1[CH2:20][C:21]#[N:22].C[O-].[Na+].